This data is from Catalyst prediction with 721,799 reactions and 888 catalyst types from USPTO. The task is: Predict which catalyst facilitates the given reaction. (1) Reactant: N1C=NN=N1.[OH:6][C:7]1[C:8]([C:31]([CH3:34])([CH3:33])[CH3:32])=[CH:9][C:10]([C:27]([CH3:30])([CH3:29])[CH3:28])=[C:11]([NH:13][C:14]([C:16]2[C:25](=[O:26])[C:24]3[C:19](=[CH:20][CH:21]=[CH:22][CH:23]=3)[NH:18][CH:17]=2)=[O:15])[CH:12]=1.C(N(C(C)C)[P:39]([O:48][CH2:49][C:50]1[CH:55]=[CH:54][CH:53]=[CH:52][CH:51]=1)[O:40][CH2:41][C:42]1[CH:47]=[CH:46][CH:45]=[CH:44][CH:43]=1)(C)C.C([O:63]O)(C)(C)C. Product: [CH2:49]([O:48][P:39]([O:6][C:7]1[CH:12]=[C:11]([NH:13][C:14]([C:16]2[C:25](=[O:26])[C:24]3[C:19](=[CH:20][CH:21]=[CH:22][CH:23]=3)[NH:18][CH:17]=2)=[O:15])[C:10]([C:27]([CH3:28])([CH3:30])[CH3:29])=[CH:9][C:8]=1[C:31]([CH3:34])([CH3:33])[CH3:32])(=[O:63])[O:40][CH2:41][C:42]1[CH:43]=[CH:44][CH:45]=[CH:46][CH:47]=1)[C:50]1[CH:51]=[CH:52][CH:53]=[CH:54][CH:55]=1. The catalyst class is: 4. (2) Reactant: [CH3:1][C:2]1[N:3]=[C:4]([C:8]2[CH:13]=[CH:12][N:11]3[CH:14]=[CH:15][N:16]=[C:10]3[CH:9]=2)[N:5]=[N:6][CH:7]=1.[I:17]NC(=O)CCC(N)=O.C(OCC)C. Product: [I:17][C:14]1[N:11]2[CH:12]=[CH:13][C:8]([C:4]3[N:5]=[N:6][CH:7]=[C:2]([CH3:1])[N:3]=3)=[CH:9][C:10]2=[N:16][CH:15]=1. The catalyst class is: 9. (3) Reactant: [F:1][C:2]([F:30])([F:29])[CH2:3][CH2:4][NH:5][C:6](=[O:28])[C:7]1[CH:12]=[C:11]([N+:13]([O-])=O)[C:10]([NH:16][CH3:17])=[CH:9][C:8]=1[N:18]1[CH2:23][CH2:22][CH2:21][CH:20]([C:24]([F:27])([F:26])[F:25])[CH2:19]1.C1COCC1. Product: [F:30][C:2]([F:1])([F:29])[CH2:3][CH2:4][NH:5][C:6](=[O:28])[C:7]1[CH:12]=[C:11]([NH2:13])[C:10]([NH:16][CH3:17])=[CH:9][C:8]=1[N:18]1[CH2:23][CH2:22][CH2:21][CH:20]([C:24]([F:27])([F:26])[F:25])[CH2:19]1. The catalyst class is: 43. (4) Reactant: Cl.[Cl:2][C:3]1[CH:11]=[CH:10][C:6]([C:7]([OH:9])=O)=[CH:5][C:4]=1[O:12][C:13]1[CH:18]=[CH:17][N:16]=[C:15]([NH:19][C:20]2[S:21][CH:22]=[C:23]([CH3:25])[N:24]=2)[CH:14]=1.C(N(CC)CC)C.C(Cl)(=O)OCC.[NH2:39][CH2:40][CH2:41][N:42]1[CH2:46][CH2:45][CH2:44][CH2:43]1. Product: [ClH:2].[Cl:2][C:3]1[CH:11]=[CH:10][C:6]([C:7]([NH:39][CH2:40][CH2:41][N:42]2[CH2:46][CH2:45][CH2:44][CH2:43]2)=[O:9])=[CH:5][C:4]=1[O:12][C:13]1[CH:18]=[CH:17][N:16]=[C:15]([NH:19][C:20]2[S:21][CH:22]=[C:23]([CH3:25])[N:24]=2)[CH:14]=1. The catalyst class is: 3. (5) Reactant: [C:1]([OH:7])([C:3]([F:6])([F:5])[F:4])=[O:2].C(OC(=O)[NH:14][CH2:15][C:16]1[CH:21]=[CH:20][C:19]([Cl:22])=[CH:18][C:17]=1[CH2:23][NH:24][C:25]([C@@H:27]1[CH2:30][CH2:29][N:28]1[C:31]([C:33]1([OH:42])[C:41]2[C:36](=[N:37][CH:38]=[CH:39][CH:40]=2)[CH2:35][CH2:34]1)=[O:32])=[O:26])(C)(C)C. Product: [F:4][C:3]([F:6])([F:5])[C:1]([OH:7])=[O:2].[F:4][C:3]([F:6])([F:5])[C:1]([OH:7])=[O:2].[NH2:14][CH2:15][C:16]1[CH:21]=[CH:20][C:19]([Cl:22])=[CH:18][C:17]=1[CH2:23][NH:24][C:25]([C@@H:27]1[CH2:30][CH2:29][N:28]1[C:31]([C:33]1([OH:42])[C:41]2[C:36](=[N:37][CH:38]=[CH:39][CH:40]=2)[CH2:35][CH2:34]1)=[O:32])=[O:26]. The catalyst class is: 2.